From a dataset of Full USPTO retrosynthesis dataset with 1.9M reactions from patents (1976-2016). Predict the reactants needed to synthesize the given product. (1) Given the product [ClH:33].[CH3:1][O:2][CH2:3][CH2:4][CH2:5][NH:6][C:7]([C:9]1[CH:14]=[CH:13][N:12]=[C:11]2[NH:15][C:16]([C:18]3[CH:19]=[CH:20][C:21]([C:22]([N:27]4[CH2:32][CH2:31][O:30][CH2:29][CH2:28]4)=[O:23])=[CH:25][CH:26]=3)=[N:17][C:10]=12)=[O:8], predict the reactants needed to synthesize it. The reactants are: [CH3:1][O:2][CH2:3][CH2:4][CH2:5][NH:6][C:7]([C:9]1[CH:14]=[CH:13][N:12]=[C:11]2[NH:15][C:16]([C:18]3[CH:26]=[CH:25][C:21]([C:22](O)=[O:23])=[CH:20][CH:19]=3)=[N:17][C:10]=12)=[O:8].[NH:27]1[CH2:32][CH2:31][O:30][CH2:29][CH2:28]1.[ClH:33]. (2) Given the product [O:1]1[C:6]2[CH:7]=[CH:8][CH:9]=[CH:10][C:5]=2[O:4][CH2:3][C@@H:2]1[CH2:11][N:13]1[CH2:18][CH2:17][CH2:16][C@@H:15]([C:19]2[CH:24]=[CH:23][CH:22]=[C:21]([O:25][CH3:26])[CH:20]=2)[CH2:14]1, predict the reactants needed to synthesize it. The reactants are: [O:1]1[C:6]2[CH:7]=[CH:8][CH:9]=[CH:10][C:5]=2[O:4][CH2:3][C@@H:2]1[C:11]([N:13]1[CH2:18][CH2:17][CH2:16][C@@H:15]([C:19]2[CH:24]=[CH:23][CH:22]=[C:21]([O:25][CH3:26])[CH:20]=2)[CH2:14]1)=O. (3) Given the product [C:25]([C:29]1[N:30]=[C:31]([C:34]2[CH:35]=[C:36]([CH:46]=[CH:47][CH:48]=2)[O:37][C:38]2[CH:44]=[CH:43][C:41]([NH:42][C:22]3[C:23]4[N:15]([CH2:14][CH2:13][O:12][CH2:11][CH2:10][OH:9])[CH:16]=[CH:17][C:18]=4[N:19]=[CH:20][N:21]=3)=[CH:40][C:39]=2[Cl:45])[S:32][CH:33]=1)([CH3:28])([CH3:26])[CH3:27], predict the reactants needed to synthesize it. The reactants are: C([O:9][CH2:10][CH2:11][O:12][CH2:13][CH2:14][N:15]1[C:23]2[C:22](Cl)=[N:21][CH:20]=[N:19][C:18]=2[CH:17]=[CH:16]1)(=O)C1C=CC=CC=1.[C:25]([C:29]1[N:30]=[C:31]([C:34]2[CH:35]=[C:36]([CH:46]=[CH:47][CH:48]=2)[O:37][C:38]2[CH:44]=[CH:43][C:41]([NH2:42])=[CH:40][C:39]=2[Cl:45])[S:32][CH:33]=1)([CH3:28])([CH3:27])[CH3:26].C(O)(C)C.[OH-].[Na+]. (4) Given the product [C:1]1([CH2:7][CH2:8][CH2:9][CH:10]([NH:20][C:21]([CH:23]2[CH2:28][CH2:27][CH2:26][CH2:25][N:24]2[C:29]([CH:31]2[CH2:36][CH2:35][CH2:34][NH:33][CH2:32]2)=[O:30])=[O:22])[CH2:11][CH2:12][CH2:13][C:14]2[CH:15]=[CH:16][CH:17]=[CH:18][CH:19]=2)[CH:2]=[CH:3][CH:4]=[CH:5][CH:6]=1, predict the reactants needed to synthesize it. The reactants are: [C:1]1([CH2:7][CH2:8][CH2:9][CH:10]([NH:20][C:21]([CH:23]2[CH2:28][CH2:27][CH2:26][CH2:25][N:24]2[C:29]([CH:31]2[CH2:36][CH2:35][CH2:34][N:33](C(OC(C)(C)C)=O)[CH2:32]2)=[O:30])=[O:22])[CH2:11][CH2:12][CH2:13][C:14]2[CH:19]=[CH:18][CH:17]=[CH:16][CH:15]=2)[CH:6]=[CH:5][CH:4]=[CH:3][CH:2]=1.FC(F)(F)C(O)=O. (5) Given the product [CH3:20][N:18]1[CH:19]=[C:15]([N:14]2[C:5]3[C:4]4[CH:3]=[C:2]([C:29]5[CH:28]=[N:27][C:26]([O:25][CH3:24])=[CH:31][CH:30]=5)[CH:11]=[CH:10][C:9]=4[N:8]=[CH:7][C:6]=3[NH:12][C:13]2=[O:22])[C:16]([CH3:21])=[N:17]1, predict the reactants needed to synthesize it. The reactants are: Br[C:2]1[CH:11]=[CH:10][C:9]2[N:8]=[CH:7][C:6]3[N:12](C)[C:13](=[O:22])[N:14]([C:15]4[C:16]([CH3:21])=[N:17][N:18]([CH3:20])[CH:19]=4)[C:5]=3[C:4]=2[CH:3]=1.[CH3:24][O:25][C:26]1[CH:31]=[CH:30][C:29](B(O)O)=[CH:28][N:27]=1. (6) Given the product [Br:1][C:2]1[C:6]([F:7])=[CH:5][N:4]([C:11]2[CH:16]=[CH:15][N:14]=[C:13]([O:17][CH3:18])[N:12]=2)[N:3]=1, predict the reactants needed to synthesize it. The reactants are: [Br:1][C:2]1[C:6]([F:7])=[CH:5][NH:4][N:3]=1.[H-].[Na+].Cl[C:11]1[CH:16]=[CH:15][N:14]=[C:13]([O:17][CH3:18])[N:12]=1. (7) Given the product [C:1]([C:3]1[NH:20][C:6]2[C:7]([C:14]([O:16][CH:17]([CH3:18])[CH3:19])=[O:15])=[CH:8][N:9]([C:27]([CH:21]3[CH2:26][CH2:25][CH2:24][CH2:23][CH2:22]3)=[O:28])[CH2:10][C:11]([CH3:13])([CH3:12])[C:5]=2[CH:4]=1)#[N:2], predict the reactants needed to synthesize it. The reactants are: [C:1]([C:3]1[NH:20][C:6]2[C:7]([C:14]([O:16][CH:17]([CH3:19])[CH3:18])=[O:15])=[CH:8][NH:9][CH2:10][C:11]([CH3:13])([CH3:12])[C:5]=2[CH:4]=1)#[N:2].[CH:21]1([C:27](Cl)=[O:28])[CH2:26][CH2:25][CH2:24][CH2:23][CH2:22]1. (8) Given the product [CH:11]1([C:10]2[C:9]3[C:4](=[CH:5][C:6]([C:17]([O:19][CH3:20])=[O:18])=[CH:7][CH:8]=3)[NH:3][C:2]=2[C:24]2[CH:25]=[CH:26][CH:27]=[CH:28][C:23]=2[CH2:22][OH:21])[CH2:16][CH2:15][CH2:14][CH2:13][CH2:12]1, predict the reactants needed to synthesize it. The reactants are: Br[C:2]1[NH:3][C:4]2[C:9]([C:10]=1[CH:11]1[CH2:16][CH2:15][CH2:14][CH2:13][CH2:12]1)=[CH:8][CH:7]=[C:6]([C:17]([O:19][CH3:20])=[O:18])[CH:5]=2.[OH:21][CH2:22][C:23]1[CH:28]=[CH:27][CH:26]=[CH:25][C:24]=1B(O)O.C([O-])([O-])=O.[Na+].[Na+].